This data is from Reaction yield outcomes from USPTO patents with 853,638 reactions. The task is: Predict the reaction yield, written as a fraction of the theoretical maximum amount of product (1.0 means a 100% yield; for example, 0.34 means a 34% yield). (1) The reactants are [F:1][CH:2]([F:21])[C:3]1[N:8]=[C:7]([C:9]2[CH2:14][CH2:13][CH:12]([CH2:15][C:16]([O:18][CH2:19][CH3:20])=[O:17])[CH2:11][CH:10]=2)[CH:6]=[CH:5][CH:4]=1.C([O-])=O.[NH4+]. The catalyst is CO.[Pd]. The product is [F:21][CH:2]([F:1])[C:3]1[N:8]=[C:7]([CH:9]2[CH2:10][CH2:11][CH:12]([CH2:15][C:16]([O:18][CH2:19][CH3:20])=[O:17])[CH2:13][CH2:14]2)[CH:6]=[CH:5][CH:4]=1. The yield is 0.850. (2) The reactants are [F:1][C:2]1[CH:3]=[C:4]([NH:17][CH2:18][CH2:19][N:20]([CH3:22])[CH3:21])[CH:5]=[C:6](B2OC(C)(C)C(C)(C)O2)[CH:7]=1.C([O-])([O-])=O.[K+].[K+].Br[C:30]1[CH:35]=[CH:34][N:33]=[C:32]([NH2:36])[C:31]=1[N+:37]([O-:39])=[O:38]. The catalyst is O.C1C=CC(P(C2C=CC=CC=2)[C-]2C=CC=C2)=CC=1.C1C=CC(P(C2C=CC=CC=2)[C-]2C=CC=C2)=CC=1.Cl[Pd]Cl.[Fe+2]. The product is [NH2:36][C:32]1[C:31]([N+:37]([O-:39])=[O:38])=[C:30]([C:6]2[CH:5]=[C:4]([NH:17][CH2:18][CH2:19][N:20]([CH3:21])[CH3:22])[CH:3]=[C:2]([F:1])[CH:7]=2)[CH:35]=[CH:34][N:33]=1. The yield is 0.869.